From a dataset of NCI-60 drug combinations with 297,098 pairs across 59 cell lines. Regression. Given two drug SMILES strings and cell line genomic features, predict the synergy score measuring deviation from expected non-interaction effect. (1) Drug 1: C1=CC(=CC=C1C#N)C(C2=CC=C(C=C2)C#N)N3C=NC=N3. Drug 2: C1=CN(C=N1)CC(O)(P(=O)(O)O)P(=O)(O)O. Cell line: A498. Synergy scores: CSS=-3.29, Synergy_ZIP=-0.808, Synergy_Bliss=-6.64, Synergy_Loewe=-5.14, Synergy_HSA=-7.41. (2) Drug 1: CC=C1C(=O)NC(C(=O)OC2CC(=O)NC(C(=O)NC(CSSCCC=C2)C(=O)N1)C(C)C)C(C)C. Drug 2: CC1CCCC2(C(O2)CC(NC(=O)CC(C(C(=O)C(C1O)C)(C)C)O)C(=CC3=CSC(=N3)C)C)C. Cell line: KM12. Synergy scores: CSS=82.0, Synergy_ZIP=5.12, Synergy_Bliss=3.55, Synergy_Loewe=3.38, Synergy_HSA=7.45. (3) Drug 1: CCC1=CC2CC(C3=C(CN(C2)C1)C4=CC=CC=C4N3)(C5=C(C=C6C(=C5)C78CCN9C7C(C=CC9)(C(C(C8N6C)(C(=O)OC)O)OC(=O)C)CC)OC)C(=O)OC.C(C(C(=O)O)O)(C(=O)O)O. Drug 2: C1C(C(OC1N2C=NC3=C(N=C(N=C32)Cl)N)CO)O. Cell line: EKVX. Synergy scores: CSS=6.04, Synergy_ZIP=-5.05, Synergy_Bliss=-4.80, Synergy_Loewe=-15.9, Synergy_HSA=-7.29.